This data is from Catalyst prediction with 721,799 reactions and 888 catalyst types from USPTO. The task is: Predict which catalyst facilitates the given reaction. (1) Reactant: [OH:1][C:2]1[CH:9]=[CH:8][C:5]([C:6]#[N:7])=[CH:4][C:3]=1[O:10][CH3:11].[C:12](O)(=[O:15])[CH2:13][SH:14].C(N(CC)CC)C. Product: [OH:1][C:2]1[CH:9]=[CH:8][C:5]([C:6]2[S:14][CH2:13][C:12](=[O:15])[N:7]=2)=[CH:4][C:3]=1[O:10][CH3:11]. The catalyst class is: 14. (2) The catalyst class is: 1. Product: [CH:59]([C:55]1[CH:54]=[C:53]([C@@H:51]([NH:50][C:48]([C:46]2[CH:45]=[CH:44][C:43]3[N:39]([CH2:38][C:37]4[CH:36]=[C:35]([CH:65]=[CH:64][CH:63]=4)[O:34][C@@H:67]([CH3:72])[C:68]([O:70][CH3:71])=[O:69])[C:40]([CH3:62])=[N:41][C:42]=3[CH:47]=2)=[O:49])[CH3:52])[CH:58]=[CH:57][CH:56]=1)([CH3:60])[CH3:61]. Reactant: C1C=CC(P(C2C=CC=CC=2)C2C=CC=CC=2)=CC=1.CC(OC(/N=N/C(OC(C)C)=O)=O)C.[OH:34][C:35]1[CH:36]=[C:37]([CH:63]=[CH:64][CH:65]=1)[CH2:38][N:39]1[C:43]2[CH:44]=[CH:45][C:46]([C:48]([NH:50][C@H:51]([C:53]3[CH:58]=[CH:57][CH:56]=[C:55]([CH:59]([CH3:61])[CH3:60])[CH:54]=3)[CH3:52])=[O:49])=[CH:47][C:42]=2[N:41]=[C:40]1[CH3:62].O[C@@H:67]([CH3:72])[C:68]([O:70][CH3:71])=[O:69].